Dataset: Forward reaction prediction with 1.9M reactions from USPTO patents (1976-2016). Task: Predict the product of the given reaction. (1) The product is: [OH:40][C:37]([C:34]1[CH:35]=[CH:36][C:31]([C:29]2[N:28]([S:41]([C:44]3[CH:45]=[CH:46][C:47]([CH3:48])=[CH:49][CH:50]=3)(=[O:43])=[O:42])[C:24]3=[N:25][CH:26]=[CH:27][C:22]([C:20]4[CH:19]=[CH:18][C:4]([O:5][C@@H:6]5[CH2:10][CH2:9][NH:8][CH2:7]5)=[C:3]([CH:21]=4)[C:1]#[N:2])=[C:23]3[CH:30]=2)=[CH:32][CH:33]=1)([CH3:38])[CH3:39]. Given the reactants [C:1]([C:3]1[CH:21]=[C:20]([C:22]2[CH:27]=[CH:26][N:25]=[C:24]3[N:28]([S:41]([C:44]4[CH:50]=[CH:49][C:47]([CH3:48])=[CH:46][CH:45]=4)(=[O:43])=[O:42])[C:29]([C:31]4[CH:36]=[CH:35][C:34]([C:37]([OH:40])([CH3:39])[CH3:38])=[CH:33][CH:32]=4)=[CH:30][C:23]=23)[CH:19]=[CH:18][C:4]=1[O:5][C@@H:6]1[CH2:10][CH2:9][N:8](C(OC(C)(C)C)=O)[CH2:7]1)#[N:2].C(O)(C(F)(F)F)=O, predict the reaction product. (2) Given the reactants ClC(Cl)(O[C:5](=[O:11])OC(Cl)(Cl)Cl)Cl.[CH2:13]([N:15]1[C:19]2[N:20]=[C:21]([C:31]3[CH:37]=[CH:36][C:34]([NH2:35])=[CH:33][CH:32]=3)[N:22]=[C:23]([N:24]3[CH2:29][CH2:28][O:27][CH2:26][C@@H:25]3[CH3:30])[C:18]=2[N:17]=[N:16]1)[CH3:14].[NH2:38][C:39]1[CH:46]=[CH:45][C:42]([C:43]#[N:44])=[CH:41][CH:40]=1.CCN(CC)CC, predict the reaction product. The product is: [C:43]([C:42]1[CH:45]=[CH:46][C:39]([NH:38][C:5]([NH:35][C:34]2[CH:36]=[CH:37][C:31]([C:21]3[N:22]=[C:23]([N:24]4[CH2:29][CH2:28][O:27][CH2:26][C@@H:25]4[CH3:30])[C:18]4[N:17]=[N:16][N:15]([CH2:13][CH3:14])[C:19]=4[N:20]=3)=[CH:32][CH:33]=2)=[O:11])=[CH:40][CH:41]=1)#[N:44].